From a dataset of Retrosynthesis with 50K atom-mapped reactions and 10 reaction types from USPTO. Predict the reactants needed to synthesize the given product. (1) Given the product CC(C)c1ccc(N)c([N+](=O)[O-])c1, predict the reactants needed to synthesize it. The reactants are: CC(C)c1ccc(NC(=O)C(F)(F)F)c([N+](=O)[O-])c1. (2) Given the product COC(=O)C1(F)CCCCCC1O, predict the reactants needed to synthesize it. The reactants are: COC(=O)C1(F)CCCCCC1=O. (3) Given the product COC(=O)c1ncc2c(ccn2Cc2ccc(F)cc2)c1CCCN(OC(=O)OC(C)(C)C)C(=O)OC(C)(C)C, predict the reactants needed to synthesize it. The reactants are: COC(=O)c1ncc2c(ccn2Cc2ccc(F)cc2)c1C#CCN(OC(=O)OC(C)(C)C)C(=O)OC(C)(C)C. (4) The reactants are: CC(C)(C)OC(=O)OC(=O)OC(C)(C)C.COc1cc2c(Oc3ccc(N)cc3F)ccnc2cc1OCc1ccccc1. Given the product COc1cc2c(Oc3ccc(NC(=O)OC(C)(C)C)cc3F)ccnc2cc1OCc1ccccc1, predict the reactants needed to synthesize it. (5) Given the product C=CCNC(=O)OC(C)(C)C, predict the reactants needed to synthesize it. The reactants are: C=CCN.CC(C)(C)OC(=O)OC(=O)OC(C)(C)C. (6) Given the product CC(Oc1ncc(C(=O)O)cc1C#N)C(F)(F)F, predict the reactants needed to synthesize it. The reactants are: COC(=O)c1cnc(OC(C)C(F)(F)F)c(C#N)c1. (7) Given the product CCCCc1nc(C(=O)OC)c(O)c2oc(-c3ccccc3)nc12, predict the reactants needed to synthesize it. The reactants are: CCCC[Sn](CCCC)(CCCC)CCCC.COC(=O)c1nc(Br)c2nc(-c3ccccc3)oc2c1O. (8) Given the product NC1(C(=O)NC2(c3ncc(I)cn3)CC2)CC1, predict the reactants needed to synthesize it. The reactants are: CC(C)(C)OC(=O)NC1(C(=O)NC2(c3ncc(I)cn3)CC2)CC1.